From a dataset of Experimentally validated miRNA-target interactions with 360,000+ pairs, plus equal number of negative samples. Binary Classification. Given a miRNA mature sequence and a target amino acid sequence, predict their likelihood of interaction. (1) The miRNA is hsa-miR-519b-5p with sequence CUCUAGAGGGAAGCGCUUUCUG. The protein sequence of the target gene is MEEEMQPAEEGPSVPKIYKQRSPYSVLKTFPSKRPALAKRYERPTLVELPHVRAPPPPPPPFAPHAAVSISSSEPPPQQFQAQSSYPPGPGRAAAAASSSSPSCTPATSQGHLRTPAQPPPASPAASSSSSFAAVVRYGPGAAAAAGTGGTGSDSASLELSAESRMILDAFAQQCSRVLSLLNCGGKLLDSNHSQSMISCVKQEGSSYNERQEHCHIGKGVHSQTSDNVDIEMQYMQRKQQTSAFLRVFTDSLQNYLLSGSFPTPNPSSASEYGHLADVDPLSTSPVHTLGGWTSPATSE.... Result: 1 (interaction). (2) The miRNA is hsa-miR-6752-3p with sequence UCCCUGCCCCCAUACUCCCAG. The protein sequence of the target gene is MKVLATSFVLGSLGLAFYLPLVVTTPKTLAIPEKLQEAVGKVIINATTCTVTCGLGYKEETVCEVGPDGVRRKCQTRRLECLTNWICGMLHFTILIGKEFELSCLSSDILEFGQEAFRFTWRLARGVISTDDEVFKPFQANSHFVKFKYAQEYDSGTYRCDVQLVKNLRLVKRLYFGLRVLPPNLVNLNFHQSLTEDQKLIDEGLEVNLDSYSKPHHPKWKKKVASALGIGIAIGVVGGVLVRIVLCALRGGLQQ. Result: 1 (interaction).